Dataset: Full USPTO retrosynthesis dataset with 1.9M reactions from patents (1976-2016). Task: Predict the reactants needed to synthesize the given product. (1) Given the product [CH3:34][C:17]([OH:35])([CH3:16])[CH2:18][N:19]1[CH2:20][CH2:21][N:22]([C:25]2[CH:30]=[CH:29][CH:28]=[C:27]([N+:31]([O-:33])=[O:32])[CH:26]=2)[CH2:23][CH2:24]1, predict the reactants needed to synthesize it. The reactants are: [N+](C1C=C(N2CCNCC2)C=CC=1)([O-])=O.[CH3:16][C:17]([OH:35])([CH3:34])[CH2:18][N:19]1[CH2:24][CH2:23][N:22]([C:25]2[CH:30]=[CH:29][CH:28]=[C:27]([N+:31]([O-:33])=[O:32])[CH:26]=2)[CH2:21][CH2:20]1.Cl.O1C(C)(C)C1.C(Cl)Cl.CO. (2) Given the product [CH3:27][N:26]1[C:22]([C@H:18]2[CH2:19][CH2:20][CH2:21][C@@H:17]2[O:16][C:13]2[CH:14]=[CH:15][C:10]([S:7]([NH:6][C:32]3[CH:37]=[CH:36][N:35]=[CH:34][N:33]=3)(=[O:8])=[O:9])=[CH:11][C:12]=2[C:28]([F:31])([F:29])[F:30])=[CH:23][CH:24]=[N:25]1, predict the reactants needed to synthesize it. The reactants are: COC1C=C(OC)C=CC=1C[N:6]([C:32]1[CH:37]=[CH:36][N:35]=[CH:34][N:33]=1)[S:7]([C:10]1[CH:15]=[CH:14][C:13]([O:16][C@H:17]2[CH2:21][CH2:20][CH2:19][C@@H:18]2[C:22]2[N:26]([CH3:27])[N:25]=[CH:24][CH:23]=2)=[C:12]([C:28]([F:31])([F:30])[F:29])[CH:11]=1)(=[O:9])=[O:8].C([SiH](CC)CC)C.FC(F)(F)C(O)=O. (3) Given the product [N+:20]([C:15]1[CH:16]=[CH:17][CH:18]=[CH:19][C:14]=1[C:6]1[C:5]([C:3]([OH:2])=[O:4])=[CH:10][C:9]([C:11]2[S:13][CH:25]=[C:26]([C:28]3[CH:29]=[N:30][CH:31]=[CH:32][CH:33]=3)[N:12]=2)=[CH:8][CH:7]=1)([O-:22])=[O:21], predict the reactants needed to synthesize it. The reactants are: C[O:2][C:3]([C:5]1[C:6]([C:14]2[CH:19]=[CH:18][CH:17]=[CH:16][C:15]=2[N+:20]([O-:22])=[O:21])=[CH:7][CH:8]=[C:9]([C:11](=[S:13])[NH2:12])[CH:10]=1)=[O:4].Br.Br[CH2:25][C:26]([C:28]1[CH:29]=[N:30][CH:31]=[CH:32][CH:33]=1)=O. (4) Given the product [Cl:1][C:2]1[CH:7]=[N:6][C:5]2[N:8]=[C:9]([OH:10])[N:22]3[N:21]=[C:19]([CH2:18][O:17][CH3:16])[N:15]=[C:14]3[C:4]=2[CH:3]=1, predict the reactants needed to synthesize it. The reactants are: [Cl:1][C:2]1[CH:3]=[C:4]([C:14]#[N:15])[C:5]([NH:8][C:9](=O)[O:10]CC)=[N:6][CH:7]=1.[CH3:16][O:17][CH2:18][C:19]([NH:21][NH2:22])=O.